Regression/Classification. Given a drug SMILES string, predict its absorption, distribution, metabolism, or excretion properties. Task type varies by dataset: regression for continuous measurements (e.g., permeability, clearance, half-life) or binary classification for categorical outcomes (e.g., BBB penetration, CYP inhibition). Dataset: b3db_classification. From a dataset of Blood-brain barrier permeability classification from the B3DB database. (1) The molecule is CN1C(=O)[C@@H](O)N=C(c2ccccc2)c2cc(Cl)ccc21. The result is 1 (penetrates BBB). (2) The drug is Cc1cc(C(C)(C)C)cc(C)c1CC1=NCCN1. The result is 0 (does not penetrate BBB). (3) The result is 0 (does not penetrate BBB). The compound is COc1cc2c(cc1OC)CN(C(=O)[C@@H](C)N[C@H](CCc1ccccc1)C(=O)O)[C@@H](C(=O)O)C2. (4) The drug is CCC1C(=O)OCC1Cc1cncn1C. The result is 0 (does not penetrate BBB).